Dataset: NCI-60 drug combinations with 297,098 pairs across 59 cell lines. Task: Regression. Given two drug SMILES strings and cell line genomic features, predict the synergy score measuring deviation from expected non-interaction effect. Drug 1: C1=CC=C(C(=C1)C(C2=CC=C(C=C2)Cl)C(Cl)Cl)Cl. Drug 2: CC1=C(C(=O)C2=C(C1=O)N3CC4C(C3(C2COC(=O)N)OC)N4)N. Cell line: A549. Synergy scores: CSS=31.4, Synergy_ZIP=-0.125, Synergy_Bliss=-3.12, Synergy_Loewe=-36.7, Synergy_HSA=-2.33.